The task is: Regression. Given two drug SMILES strings and cell line genomic features, predict the synergy score measuring deviation from expected non-interaction effect.. This data is from NCI-60 drug combinations with 297,098 pairs across 59 cell lines. (1) Drug 1: CS(=O)(=O)C1=CC(=C(C=C1)C(=O)NC2=CC(=C(C=C2)Cl)C3=CC=CC=N3)Cl. Drug 2: CC1=C2C(C(=O)C3(C(CC4C(C3C(C(C2(C)C)(CC1OC(=O)C(C(C5=CC=CC=C5)NC(=O)OC(C)(C)C)O)O)OC(=O)C6=CC=CC=C6)(CO4)OC(=O)C)OC)C)OC. Cell line: HT29. Synergy scores: CSS=79.5, Synergy_ZIP=17.2, Synergy_Bliss=15.8, Synergy_Loewe=-1.83, Synergy_HSA=15.0. (2) Drug 1: C1C(C(OC1N2C=NC(=NC2=O)N)CO)O. Drug 2: COCCOC1=C(C=C2C(=C1)C(=NC=N2)NC3=CC=CC(=C3)C#C)OCCOC.Cl. Cell line: SW-620. Synergy scores: CSS=12.2, Synergy_ZIP=-5.27, Synergy_Bliss=-1.61, Synergy_Loewe=-5.66, Synergy_HSA=-3.09. (3) Drug 1: CC1C(C(=O)NC(C(=O)N2CCCC2C(=O)N(CC(=O)N(C(C(=O)O1)C(C)C)C)C)C(C)C)NC(=O)C3=C4C(=C(C=C3)C)OC5=C(C(=O)C(=C(C5=N4)C(=O)NC6C(OC(=O)C(N(C(=O)CN(C(=O)C7CCCN7C(=O)C(NC6=O)C(C)C)C)C)C(C)C)C)N)C. Drug 2: C1CN(P(=O)(OC1)NCCCl)CCCl. Cell line: NCI-H460. Synergy scores: CSS=42.3, Synergy_ZIP=-0.962, Synergy_Bliss=-3.53, Synergy_Loewe=-62.9, Synergy_HSA=-4.37. (4) Drug 1: C1=NC2=C(N=C(N=C2N1C3C(C(C(O3)CO)O)F)Cl)N. Drug 2: CC1=C(C(=O)C2=C(C1=O)N3CC4C(C3(C2COC(=O)N)OC)N4)N. Cell line: M14. Synergy scores: CSS=42.2, Synergy_ZIP=-1.23, Synergy_Bliss=-2.54, Synergy_Loewe=-4.91, Synergy_HSA=-0.670. (5) Drug 1: CC1=C(C=C(C=C1)C(=O)NC2=CC(=CC(=C2)C(F)(F)F)N3C=C(N=C3)C)NC4=NC=CC(=N4)C5=CN=CC=C5. Drug 2: CCC1=C2CN3C(=CC4=C(C3=O)COC(=O)C4(CC)O)C2=NC5=C1C=C(C=C5)O. Cell line: 786-0. Synergy scores: CSS=11.0, Synergy_ZIP=-6.92, Synergy_Bliss=-4.46, Synergy_Loewe=-16.6, Synergy_HSA=-3.79. (6) Drug 1: CN(CCCl)CCCl.Cl. Drug 2: C1CC(=O)NC(=O)C1N2C(=O)C3=CC=CC=C3C2=O. Cell line: EKVX. Synergy scores: CSS=3.32, Synergy_ZIP=-1.20, Synergy_Bliss=-2.49, Synergy_Loewe=-20.7, Synergy_HSA=-2.92. (7) Drug 1: C1=CC=C(C=C1)NC(=O)CCCCCCC(=O)NO. Drug 2: CC1=C(N=C(N=C1N)C(CC(=O)N)NCC(C(=O)N)N)C(=O)NC(C(C2=CN=CN2)OC3C(C(C(C(O3)CO)O)O)OC4C(C(C(C(O4)CO)O)OC(=O)N)O)C(=O)NC(C)C(C(C)C(=O)NC(C(C)O)C(=O)NCCC5=NC(=CS5)C6=NC(=CS6)C(=O)NCCC[S+](C)C)O. Cell line: COLO 205. Synergy scores: CSS=28.0, Synergy_ZIP=-4.23, Synergy_Bliss=2.02, Synergy_Loewe=3.78, Synergy_HSA=5.02. (8) Drug 1: CC1=C2C(C(=O)C3(C(CC4C(C3C(C(C2(C)C)(CC1OC(=O)C(C(C5=CC=CC=C5)NC(=O)C6=CC=CC=C6)O)O)OC(=O)C7=CC=CC=C7)(CO4)OC(=O)C)O)C)OC(=O)C. Drug 2: CC12CCC3C(C1CCC2OP(=O)(O)O)CCC4=C3C=CC(=C4)OC(=O)N(CCCl)CCCl.[Na+]. Cell line: CAKI-1. Synergy scores: CSS=33.6, Synergy_ZIP=13.6, Synergy_Bliss=14.3, Synergy_Loewe=-4.25, Synergy_HSA=13.3. (9) Drug 1: C(CC(=O)O)C(=O)CN.Cl. Drug 2: N.N.Cl[Pt+2]Cl. Cell line: MDA-MB-435. Synergy scores: CSS=22.9, Synergy_ZIP=-7.69, Synergy_Bliss=-2.97, Synergy_Loewe=0.270, Synergy_HSA=0.496.